Predict the product of the given reaction. From a dataset of Forward reaction prediction with 1.9M reactions from USPTO patents (1976-2016). (1) Given the reactants [C:1]12([C:11]3[CH:12]=[C:13]([C:19]4[CH:24]=[CH:23][CH:22]=[C:21]([CH:25]=[C:26]5[S:30][C:29](=[S:31])[NH:28][C:27]5=[O:32])[CH:20]=4)[CH:14]=[C:15]([F:18])[C:16]=3[OH:17])[CH2:10][CH:5]3[CH2:6][CH:7]([CH2:9][CH:3]([CH2:4]3)[CH2:2]1)[CH2:8]2.[Li+].[BH4-], predict the reaction product. The product is: [C:1]12([C:11]3[CH:12]=[C:13]([C:19]4[CH:24]=[CH:23][CH:22]=[C:21]([CH2:25][CH:26]5[S:30][C:29](=[S:31])[NH:28][C:27]5=[O:32])[CH:20]=4)[CH:14]=[C:15]([F:18])[C:16]=3[OH:17])[CH2:10][CH:5]3[CH2:4][CH:3]([CH2:9][CH:7]([CH2:6]3)[CH2:8]1)[CH2:2]2. (2) Given the reactants [CH3:1][N:2]1[C:7]([CH3:9])([CH3:8])[CH2:6][CH:5]([OH:10])[CH2:4][C:3]1([CH3:12])[CH3:11].[Cl:13][C:14]1[CH:19]=[CH:18][C:17](O)=[CH:16][C:15]=1[C:21]([F:24])([F:23])[F:22], predict the reaction product. The product is: [ClH:13].[Cl:13][C:14]1[CH:19]=[CH:18][C:17]([O:10][CH:5]2[CH2:6][C:7]([CH3:8])([CH3:9])[N:2]([CH3:1])[C:3]([CH3:12])([CH3:11])[CH2:4]2)=[CH:16][C:15]=1[C:21]([F:22])([F:23])[F:24]. (3) Given the reactants [CH2:1]1[CH:5]2[CH:6]3[CH:10]=[CH:9][CH:8]([CH:4]2[CH:3]=[CH:2]1)[CH2:7]3.ClC(Cl)(Cl)C(Cl)(Cl)Cl, predict the reaction product. The product is: [CH2:1]1[CH:5]2[C@@H:6]3[CH:10]=[CH:9][C@H:8]([CH:4]2[CH:3]=[CH:2]1)[CH2:7]3.